This data is from Reaction yield outcomes from USPTO patents with 853,638 reactions. The task is: Predict the reaction yield, written as a fraction of the theoretical maximum amount of product (1.0 means a 100% yield; for example, 0.34 means a 34% yield). (1) The reactants are Cl[C:2]1[CH:7]=[C:6]([O:8][C:9]2[CH:14]=[CH:13][C:12]([N+:15]([O-:17])=[O:16])=[CH:11][CH:10]=2)[N:5]=[CH:4][N:3]=1.[NH3:18].C(O)C.C(OCC)(=O)C.O. The catalyst is CCCCCC. The product is [N+:15]([C:12]1[CH:13]=[CH:14][C:9]([O:8][C:6]2[N:5]=[CH:4][N:3]=[C:2]([NH2:18])[CH:7]=2)=[CH:10][CH:11]=1)([O-:17])=[O:16]. The yield is 0.330. (2) The product is [F:6][C:7]1[CH:20]=[CH:19][C:10]([O:11][C:12]2[S:16][C:15]([CH:17]=[O:1])=[CH:14][CH:13]=2)=[CH:9][CH:8]=1. The catalyst is O. The reactants are [O:1]1CCCC1.[F:6][C:7]1[CH:20]=[CH:19][C:10]([O:11][C:12]2[S:16][C:15]([C:17]#N)=[CH:14][CH:13]=2)=[CH:9][CH:8]=1.[H-].C([Al+]CC(C)C)C(C)C. The yield is 0.550. (3) The reactants are [C:1]1([CH:7]([C:28]2[CH:33]=[CH:32][CH:31]=[CH:30][CH:29]=2)[N:8]2[C:16]3[C:11](=[CH:12][CH:13]=[CH:14][CH:15]=3)[CH:10]([C:17]3[C:25]([OH:26])=[CH:24][C:20]4[CH2:21][CH2:22][O:23][C:19]=4[CH:18]=3)[C:9]2=[O:27])[CH:6]=[CH:5][CH:4]=[CH:3][CH:2]=1.[CH2:34]=[O:35].C(NC(C)C)(C)C. The catalyst is C1COCC1.C(OCC)(=O)C. The product is [C:28]1([CH:7]([C:1]2[CH:2]=[CH:3][CH:4]=[CH:5][CH:6]=2)[N:8]2[C:16]3[C:11](=[CH:12][CH:13]=[CH:14][CH:15]=3)[C:10]([C:17]3[C:25]([OH:26])=[CH:24][C:20]4[CH2:21][CH2:22][O:23][C:19]=4[CH:18]=3)([CH2:34][OH:35])[C:9]2=[O:27])[CH:33]=[CH:32][CH:31]=[CH:30][CH:29]=1. The yield is 0.650. (4) The product is [C:68]([O:76][C@H:77]([CH2:82][CH2:83][CH:84]([OH:85])/[CH:11]=[CH:10]/[C@@H:9]([C@@H:13]1[O:18][C@H:17]2[CH2:19][CH2:20][C@H:21]([CH2:23][CH2:24][O:25][Si:26]([CH2:31][CH3:32])([CH2:29][CH3:30])[CH2:27][CH3:28])[O:22][C@@H:16]2[C@H:15]([O:33][Si:34]([C:37]([CH3:40])([CH3:39])[CH3:38])([CH3:36])[CH3:35])[C@@H:14]1[O:41][Si:42]([C:45]([CH3:48])([CH3:47])[CH3:46])([CH3:44])[CH3:43])[O:8][Si:1]([C:4]([CH3:7])([CH3:6])[CH3:5])([CH3:3])[CH3:2])[CH2:78][C:79]([Br:81])=[CH2:80])(=[O:75])[C:69]1[CH:74]=[CH:73][CH:72]=[CH:71][CH:70]=1. The reactants are [Si:1]([O:8][C@H:9]([C@@H:13]1[O:18][C@H:17]2[CH2:19][CH2:20][C@H:21]([CH2:23][CH2:24][O:25][Si:26]([CH2:31][CH3:32])([CH2:29][CH3:30])[CH2:27][CH3:28])[O:22][C@@H:16]2[C@H:15]([O:33][Si:34]([C:37]([CH3:40])([CH3:39])[CH3:38])([CH3:36])[CH3:35])[C@@H:14]1[O:41][Si:42]([C:45]([CH3:48])([CH3:47])[CH3:46])([CH3:44])[CH3:43])/[CH:10]=[CH:11]/I)([C:4]([CH3:7])([CH3:6])[CH3:5])([CH3:3])[CH3:2].[Li]CCCC.CCCCCC.CCOCC.[Mg+2].[Br-].[Br-].[C:68]([O:76][C@H:77]([CH2:82][CH2:83][CH:84]=[O:85])[CH2:78][C:79]([Br:81])=[CH2:80])(=[O:75])[C:69]1[CH:74]=[CH:73][CH:72]=[CH:71][CH:70]=1. The yield is 0.680. The catalyst is C1COCC1. (5) The reactants are [O:1]1[CH2:6][CH2:5][CH:4]([CH2:7][N:8]2[C:16]3[C:11](=[CH:12][C:13]([C:17](O)=[O:18])=[CH:14][CH:15]=3)[C:10]([C:20]([CH:22]3[C:24]([CH3:26])([CH3:25])[C:23]3([CH3:28])[CH3:27])=[O:21])=[CH:9]2)[CH2:3][CH2:2]1.[C:29](N1C=CN=C1)([N:31]1C=CN=C1)=O.CN. The catalyst is CCOC(C)=O.C1COCC1. The product is [CH3:29][NH:31][C:17]([C:13]1[CH:12]=[C:11]2[C:16](=[CH:15][CH:14]=1)[N:8]([CH2:7][CH:4]1[CH2:5][CH2:6][O:1][CH2:2][CH2:3]1)[CH:9]=[C:10]2[C:20]([CH:22]1[C:23]([CH3:28])([CH3:27])[C:24]1([CH3:25])[CH3:26])=[O:21])=[O:18]. The yield is 0.140. (6) The reactants are [Cl:1][C:2]1[CH:7]=[CH:6][N:5]=[C:4]([C:8]([NH:10][C:11]2[CH:16]=[CH:15][CH:14]=[C:13]([C:17]([NH:19][NH2:20])=O)[N:12]=2)=[O:9])[CH:3]=1.C[N:22]([CH3:26])[C:23](=O)[CH3:24].[CH:27]1(N)CC1.C(O)(=O)C. The catalyst is C1(C)C=CC=CC=1.CN(C)C=O. The product is [Cl:1][C:2]1[CH:7]=[CH:6][N:5]=[C:4]([C:8]([NH:10][C:11]2[CH:16]=[CH:15][CH:14]=[C:13]([C:17]3[N:22]([CH:23]4[CH2:27][CH2:24]4)[CH:26]=[N:20][N:19]=3)[N:12]=2)=[O:9])[CH:3]=1. The yield is 0.720. (7) The reactants are [CH3:1][O:2][N:3]=[C:4]([C@@H:6]1[CH2:8][C@H:7]1[C:9]1[S:10][C:11]([Cl:14])=[CH:12][CH:13]=1)[CH3:5].C([BH3-])#N.[Na+]. The catalyst is C(O)(=O)C. The product is [Cl:14][C:11]1[S:10][C:9]([C@@H:7]2[CH2:8][C@H:6]2[CH:4]([NH:3][O:2][CH3:1])[CH3:5])=[CH:13][CH:12]=1. The yield is 0.790. (8) The reactants are Cl.[CH3:2][N:3]([CH2:5][CH:6]([CH:15]1[CH2:20][CH2:19][CH2:18][CH2:17][CH:16]1[OH:21])[C:7]1[CH:12]=[CH:11][C:10]([O:13][CH3:14])=[CH:9][CH:8]=1)[CH3:4].C(Cl)Cl.[OH-].[Na+]. The catalyst is O. The product is [CH3:2][N:3]([CH2:5][CH:6]([CH:15]1[CH2:20][CH2:19][CH2:18][CH2:17][CH:16]1[OH:21])[C:7]1[CH:12]=[CH:11][C:10]([O:13][CH3:14])=[CH:9][CH:8]=1)[CH3:4]. The yield is 0.945. (9) The reactants are [CH3:1][CH:2]([CH2:6][C:7]1[CH:12]=[CH:11][C:10]([Cl:13])=[CH:9][CH:8]=1)[C:3]([OH:5])=O.C([N:17]([CH:20]([CH3:22])C)[CH2:18][CH3:19])(C)C.CN(C(ON1N=[N:38][C:33]2[CH:34]=[CH:35][CH:36]=[CH:37][C:32]1=2)=[N+](C)C)C.F[P-](F)(F)(F)(F)F.[CH3:47][CH2:48][O:49][C:50](C)=[O:51]. The catalyst is CN(C=O)C. The product is [CH2:48]([O:49][C:50]([C@@H:32]1[CH2:37][CH2:36][CH2:35][CH2:34][C@H:33]1[N:38]1[CH2:19][CH2:18][N:17]([C:3](=[O:5])[CH:2]([CH3:1])[CH2:6][C:7]2[CH:12]=[CH:11][C:10]([Cl:13])=[CH:9][CH:8]=2)[CH2:20][CH2:22]1)=[O:51])[CH3:47]. The yield is 0.420. (10) The reactants are [O:1]=[S:2]1(=[O:30])[CH2:7][CH2:6][N:5]([C:8]([C:10]2[NH:11][C:12]3[C:17]([CH:18]=2)=[CH:16][C:15]([C:19]([N:21]2[CH2:26][CH2:25][N:24]([CH:27]([CH3:29])[CH3:28])[CH2:23][CH2:22]2)=[O:20])=[CH:14][CH:13]=3)=[O:9])[CH2:4][CH2:3]1.[H-].[Na+].Br[CH2:34][C:35]#[N:36]. The catalyst is CN(C)C=O. The product is [O:30]=[S:2]1(=[O:1])[CH2:7][CH2:6][N:5]([C:8]([C:10]2[N:11]([CH2:34][C:35]#[N:36])[C:12]3[C:17]([CH:18]=2)=[CH:16][C:15]([C:19]([N:21]2[CH2:22][CH2:23][N:24]([CH:27]([CH3:28])[CH3:29])[CH2:25][CH2:26]2)=[O:20])=[CH:14][CH:13]=3)=[O:9])[CH2:4][CH2:3]1. The yield is 0.110.